From a dataset of Forward reaction prediction with 1.9M reactions from USPTO patents (1976-2016). Predict the product of the given reaction. (1) Given the reactants [OH-].[Na+].[O:3]=[C:4]1[C:8]([C:9]2[CH:14]=[CH:13][C:12]([C:15]([F:18])([F:17])[F:16])=[CH:11][CH:10]=2)=[N:7][C:6]2([CH2:23][CH2:22][CH2:21][CH2:20][CH2:19]2)[N:5]1[CH2:24][C:25]([O:27]CC)=[O:26], predict the reaction product. The product is: [O:3]=[C:4]1[C:8]([C:9]2[CH:14]=[CH:13][C:12]([C:15]([F:18])([F:16])[F:17])=[CH:11][CH:10]=2)=[N:7][C:6]2([CH2:23][CH2:22][CH2:21][CH2:20][CH2:19]2)[N:5]1[CH2:24][C:25]([OH:27])=[O:26]. (2) Given the reactants [NH2:1][C:2]1[C:3]([OH:8])=[N:4][CH:5]=[CH:6][CH:7]=1.Cl[CH2:10][C:11](Cl)=[O:12].C(=O)([O-])[O-].[K+].[K+], predict the reaction product. The product is: [NH:1]1[C:11](=[O:12])[CH2:10][O:8][C:3]2[N:4]=[CH:5][CH:6]=[CH:7][C:2]1=2.